This data is from Reaction yield outcomes from USPTO patents with 853,638 reactions. The task is: Predict the reaction yield, written as a fraction of the theoretical maximum amount of product (1.0 means a 100% yield; for example, 0.34 means a 34% yield). (1) The reactants are ClC1C=CC=C(C(OO)=[O:9])C=1.[C:12]([O:16][C:17](=[O:39])[NH:18][C@H:19]([C:23]([N:25]1[CH2:30][CH2:29][CH:28]([S:31][C:32]2[CH:37]=[CH:36][C:35]([F:38])=[CH:34][CH:33]=2)[CH2:27][CH2:26]1)=[O:24])[CH:20]([CH3:22])[CH3:21])([CH3:15])([CH3:14])[CH3:13].[OH-].[Na+]. The catalyst is C(Cl)Cl. The product is [C:12]([O:16][C:17](=[O:39])[NH:18][C@H:19]([C:23]([N:25]1[CH2:30][CH2:29][CH:28]([S:31]([C:32]2[CH:37]=[CH:36][C:35]([F:38])=[CH:34][CH:33]=2)=[O:9])[CH2:27][CH2:26]1)=[O:24])[CH:20]([CH3:22])[CH3:21])([CH3:14])([CH3:15])[CH3:13]. The yield is 0.880. (2) The product is [Cl:22][C:19]1[CH:18]=[CH:17][C:16]([N:13]2[CH2:12][CH2:11][N:10]([C:8]3[N:9]=[C:4]([NH2:1])[C:5]4[S:25][CH2:24][CH2:23][C:6]=4[N:7]=3)[CH2:15][CH2:14]2)=[CH:21][CH:20]=1. The reactants are [N:1]([C:4]1[C:5]2[S:25][CH2:24][CH2:23][C:6]=2[N:7]=[C:8]([N:10]2[CH2:15][CH2:14][N:13]([C:16]3[CH:21]=[CH:20][C:19]([Cl:22])=[CH:18][CH:17]=3)[CH2:12][CH2:11]2)[N:9]=1)=[N+]=[N-].[H-].[Al+3].[Li+].[H-].[H-].[H-].[OH-].[Na+].O. The catalyst is O1CCCC1. The yield is 0.840. (3) The reactants are C[O:2][C:3]1[CH:4]=[C:5]2[C:10](=[CH:11][CH:12]=1)[N:9]=[C:8]([C:13]1[CH:21]=[CH:20][C:16]([C:17]([OH:19])=[O:18])=[CH:15][CH:14]=1)[N:7]=[CH:6]2.[Al+3].[Cl-].[Cl-].[Cl-]. The catalyst is C(Cl)Cl. The product is [OH:2][C:3]1[CH:4]=[C:5]2[C:10](=[CH:11][CH:12]=1)[N:9]=[C:8]([C:13]1[CH:14]=[CH:15][C:16]([C:17]([OH:19])=[O:18])=[CH:20][CH:21]=1)[N:7]=[CH:6]2. The yield is 0.130. (4) The reactants are Cl[C:2]1[N:10]=[CH:9][N:8]=[C:7]2[C:3]=1[N:4]=[CH:5][N:6]2[C@H:11]1[C@@H:15]2[O:16]C(C)(C)[O:18][C@@H:14]2[C@@H:13]([CH2:21][NH:22][S:23]([NH2:26])(=[O:25])=[O:24])[O:12]1.[F:27][C:28]1[CH:35]=[CH:34][C:31]([CH2:32][NH2:33])=[CH:30][CH:29]=1.CCN(C(C)C)C(C)C. The catalyst is CCO. The product is [F:27][C:28]1[CH:35]=[CH:34][C:31]([CH2:32][NH:33][C:2]2[N:10]=[CH:9][N:8]=[C:7]3[C:3]=2[N:4]=[CH:5][N:6]3[C@@H:11]2[O:12][C@H:13]([CH2:21][NH:22][S:23]([NH2:26])(=[O:24])=[O:25])[C@@H:14]([OH:18])[C@H:15]2[OH:16])=[CH:30][CH:29]=1. The yield is 0.230. (5) The yield is 0.810. The catalyst is [Fe].CO. The product is [NH2:1][C:4]1[CH:9]=[CH:8][CH:7]=[CH:6][C:5]=1[C:10]1[S:11][C:12]2[C:17]([N:18]=1)=[CH:16][C:15]([CH2:19][N:20]1[CH2:25][CH2:24][N:23]([C:26]([O:28][C:29]([CH3:32])([CH3:31])[CH3:30])=[O:27])[CH2:22][CH2:21]1)=[CH:14][N:13]=2. The reactants are [N+:1]([C:4]1[CH:9]=[CH:8][CH:7]=[CH:6][C:5]=1[C:10]1[S:11][C:12]2[C:17]([N:18]=1)=[CH:16][C:15]([CH2:19][N:20]1[CH2:25][CH2:24][N:23]([C:26]([O:28][C:29]([CH3:32])([CH3:31])[CH3:30])=[O:27])[CH2:22][CH2:21]1)=[CH:14][N:13]=2)([O-])=O.[NH4+].[Cl-].O. (6) The reactants are [CH2:1]([N:3]([CH2:12][CH3:13])[C:4]([CH:6]1[CH2:11][CH2:10][CH2:9][NH:8][CH2:7]1)=[O:5])[CH3:2].C(O)C.[CH2:17](I)[CH2:18][CH2:19][CH2:20][CH2:21][CH2:22][CH2:23][CH2:24][CH2:25][CH2:26][CH2:27][CH2:28][CH2:29][CH3:30]. The catalyst is CCOCC. The product is [CH2:30]([N:8]1[CH2:9][CH2:10][CH2:11][CH:6]([C:4]([N:3]([CH2:1][CH3:2])[CH2:12][CH3:13])=[O:5])[CH2:7]1)[CH2:29][CH2:28][CH2:27][CH2:26][CH2:25][CH2:24][CH2:23][CH2:22][CH2:21][CH2:20][CH2:19][CH2:18][CH3:17]. The yield is 0.940.